From a dataset of Forward reaction prediction with 1.9M reactions from USPTO patents (1976-2016). Predict the product of the given reaction. (1) Given the reactants O[CH2:2][C@H:3]1[O:7][C:6](=[O:8])[N:5]([NH:9][C:10](=[O:16])[O:11][C:12]([CH3:15])([CH3:14])[CH3:13])[CH2:4]1.C(N(CC)CC)C.[CH3:24][S:25](Cl)(=O)=O.C[S-].[Na+], predict the reaction product. The product is: [CH3:24][S:25][CH2:2][C@H:3]1[O:7][C:6](=[O:8])[N:5]([NH:9][C:10](=[O:16])[O:11][C:12]([CH3:15])([CH3:14])[CH3:13])[CH2:4]1. (2) Given the reactants N1C=C[CH:3]=[C:2]1[C:6]1[C:14]2[C:9](=[CH:10][C:11]([CH:15]=[O:16])=[CH:12][CH:13]=2)[NH:8][N:7]=1.[N:17]1[CH:22]=C(B(O)O)C=[N:19][CH:18]=1, predict the reaction product. The product is: [N:19]1[CH:3]=[C:2]([C:6]2[C:14]3[C:9](=[CH:10][C:11]([CH:15]=[O:16])=[CH:12][CH:13]=3)[NH:8][N:7]=2)[CH:22]=[N:17][CH:18]=1. (3) Given the reactants [C:1]([O:5][C:6]([N:8]1[CH2:13][CH2:12][C:11]([CH2:15][OH:16])([CH3:14])[CH2:10][CH2:9]1)=[O:7])([CH3:4])([CH3:3])[CH3:2].N1C=CC=CC=1.[CH3:23][S:24](Cl)(=[O:26])=[O:25], predict the reaction product. The product is: [C:1]([O:5][C:6]([N:8]1[CH2:13][CH2:12][C:11]([CH2:15][O:16][S:24]([CH3:23])(=[O:26])=[O:25])([CH3:14])[CH2:10][CH2:9]1)=[O:7])([CH3:4])([CH3:3])[CH3:2]. (4) Given the reactants [CH3:1][O:2][C:3]1[CH:4]=[C:5]2[C:10](=[CH:11][C:12]=1[O:13][CH3:14])[N:9]=[CH:8][C:7]([C:15]#[N:16])=[C:6]2[CH3:17].C(OC([NH:25][C:26]1[N:31]=[C:30]([O:32][C:33]2[CH:34]=[N:35][CH:36]=[C:37]([CH:42]=2)[C:38](OC)=O)[CH:29]=[CH:28][CH:27]=1)=O)(C)(C)C.C[Si]([N-:47][Si](C)(C)C)(C)C.[Li+].C([O-])(=O)C.[NH4+], predict the reaction product. The product is: [NH2:25][C:26]1[N:31]=[C:30]([O:32][C:33]2[CH:42]=[C:37]([C:38]3[CH:17]=[C:6]4[C:7](=[C:15]([NH2:47])[N:16]=3)[CH:8]=[N:9][C:10]3[CH:11]=[C:12]([O:13][CH3:14])[C:3]([O:2][CH3:1])=[CH:4][C:5]4=3)[CH:36]=[N:35][CH:34]=2)[CH:29]=[CH:28][CH:27]=1. (5) Given the reactants [CH3:1][CH:2]([C:4]1([CH3:19])[N:9]=[C:8]([C:10]2[N:15]=[CH:14][CH:13]=[CH:12][C:11]=2[C:16]([OH:18])=[O:17])[NH:7][C:5]1=[O:6])[CH3:3].[OH-].[K+].Cl.[Cl-].[Zn+2:24].[Cl-], predict the reaction product. The product is: [CH3:3][CH:2]([C:4]1([CH3:19])[N:9]=[C:8]([C:10]2[N:15]=[CH:14][CH:13]=[CH:12][C:11]=2[C:16]([OH:18])=[O:17])[NH:7][C:5]1=[O:6])[CH3:1].[Zn:24]. (6) Given the reactants [C:1]([O:10][CH3:11])(=[O:9])[C:2]1[C:3](=[CH:5][CH:6]=[CH:7][CH:8]=1)[NH2:4].[C:12]([OH:15])(=O)[CH3:13].[N+:16]([O-])([OH:18])=[O:17], predict the reaction product. The product is: [C:12]([NH:4][C:3]1[C:5]([N+:16]([O-:18])=[O:17])=[CH:6][CH:7]=[CH:8][C:2]=1[C:1]([O:10][CH3:11])=[O:9])(=[O:15])[CH3:13].